Dataset: Forward reaction prediction with 1.9M reactions from USPTO patents (1976-2016). Task: Predict the product of the given reaction. (1) Given the reactants [Cl:1][C:2]1[C:11]2[C:6](=[CH:7][C:8]([O:14][CH2:15][CH2:16][CH2:17][N:18]3[CH2:22][CH2:21][CH2:20][CH2:19]3)=[C:9]([O:12][CH3:13])[CH:10]=2)[N:5]=[CH:4][N:3]=1.[NH2:23][C:24]1[CH:25]=[C:26]2[C:30](=[CH:31][CH:32]=1)[NH:29][C:28]([CH3:33])=[CH:27]2, predict the reaction product. The product is: [ClH:1].[CH3:13][O:12][C:9]1[CH:10]=[C:11]2[C:6](=[CH:7][C:8]=1[O:14][CH2:15][CH2:16][CH2:17][N:18]1[CH2:22][CH2:21][CH2:20][CH2:19]1)[N:5]=[CH:4][N:3]=[C:2]2[NH:23][C:24]1[CH:25]=[C:26]2[C:30](=[CH:31][CH:32]=1)[NH:29][C:28]([CH3:33])=[CH:27]2. (2) Given the reactants C([O-])([O-])=O.[K+].[K+].[Br:7][C:8]1[CH:17]=[CH:16][C:11]([C:12]([O:14][CH3:15])=[O:13])=[CH:10][C:9]=1[OH:18].[CH3:19][O:20][CH2:21][CH2:22]Br, predict the reaction product. The product is: [CH3:15][O:14][C:12](=[O:13])[C:11]1[CH:16]=[CH:17][C:8]([Br:7])=[C:9]([O:18][CH2:22][CH2:21][O:20][CH3:19])[CH:10]=1. (3) The product is: [O:12]=[C:7]1[CH:6]=[CH:5][C:4]2[C:9](=[CH:10][CH:11]=[C:2]([S:18]([Cl:13])(=[O:20])=[O:19])[CH:3]=2)[NH:8]1. Given the reactants N[C:2]1[CH:3]=[C:4]2[C:9](=[CH:10][CH:11]=1)[NH:8][C:7](=[O:12])[CH:6]=[CH:5]2.[ClH:13].N([O-])=O.[Na+].[S:18](=[O:20])=[O:19], predict the reaction product. (4) The product is: [ClH:1].[Cl:1][C:2]1[CH:21]=[CH:20][C:19]([O:22][CH2:23][CH2:24][NH:26][CH2:27][C@H:28]([OH:30])[CH3:29])=[CH:18][C:3]=1[C:4]([NH:6][CH2:7][C:8]12[CH2:17][CH:12]3[CH2:11][CH:10]([CH2:16][CH:14]([CH2:13]3)[CH2:15]1)[CH2:9]2)=[O:5]. Given the reactants [Cl:1][C:2]1[CH:21]=[CH:20][C:19]([O:22][CH2:23][CH2:24]Cl)=[CH:18][C:3]=1[C:4]([NH:6][CH2:7][C:8]12[CH2:17][CH:12]3[CH2:13][CH:14]([CH2:16][CH:10]([CH2:11]3)[CH2:9]1)[CH2:15]2)=[O:5].[NH2:26][CH2:27][C@H:28]([OH:30])[CH3:29], predict the reaction product. (5) Given the reactants [Cl:1][C:2]1[N:7]=[CH:6][C:5]([OH:8])=[C:4]([CH3:9])[CH:3]=1.Cl[CH2:11][C:12]1[CH:17]=[CH:16][C:15]([F:18])=[CH:14][CH:13]=1, predict the reaction product. The product is: [Cl:1][C:2]1[CH:3]=[C:4]([CH3:9])[C:5]([O:8][CH2:11][C:12]2[CH:17]=[CH:16][C:15]([F:18])=[CH:14][CH:13]=2)=[CH:6][N:7]=1. (6) Given the reactants [F:1][C:2]([F:36])([F:35])[C:3]1[CH:4]=[C:5]([C:13]([CH3:34])([CH3:33])[C:14]([N:16]([C:18]2[CH:19]=[N:20][C:21](Cl)=[CH:22][C:23]=2[C:24]2[CH:29]=[CH:28][C:27]([F:30])=[CH:26][C:25]=2[CH3:31])[CH3:17])=[O:15])[CH:6]=[C:7]([C:9]([F:12])([F:11])[F:10])[CH:8]=1.[SH:37][CH2:38][CH2:39][OH:40].C(=O)([O-])[O-].[K+].[K+], predict the reaction product. The product is: [F:1][C:2]([F:36])([F:35])[C:3]1[CH:4]=[C:5]([C:13]([CH3:34])([CH3:33])[C:14]([N:16]([C:18]2[CH:19]=[N:20][C:21]([S:37][CH2:38][CH2:39][OH:40])=[CH:22][C:23]=2[C:24]2[CH:29]=[CH:28][C:27]([F:30])=[CH:26][C:25]=2[CH3:31])[CH3:17])=[O:15])[CH:6]=[C:7]([C:9]([F:12])([F:11])[F:10])[CH:8]=1. (7) Given the reactants [Cl:1][CH2:2][C@H:3]([OH:19])[CH2:4][NH:5][C:6]1[CH:11]=[CH:10][C:9]([N:12]2[CH2:17][CH2:16][O:15][CH2:14][C:13]2=[O:18])=[CH:8][CH:7]=1.C1(C)C=CC=CC=1.CN1CCC[C:29]1=[O:33].C1N=CN(C(N2C=NC=C2)=O)C=1, predict the reaction product. The product is: [Cl:1][CH2:2][C@@H:3]1[O:19][C:29](=[O:33])[N:5]([C:6]2[CH:7]=[CH:8][C:9]([N:12]3[CH2:17][CH2:16][O:15][CH2:14][C:13]3=[O:18])=[CH:10][CH:11]=2)[CH2:4]1. (8) Given the reactants [OH:1][C:2]1[C:11]2[C:6](=[CH:7][CH:8]=[CH:9][CH:10]=2)[N:5]([CH2:12][CH2:13][CH:14]([CH3:16])[CH3:15])[C:4](=[O:17])[C:3]=1[C:18]1[NH:23][C:22]2[CH:24]=[CH:25][C:26]([O:28][CH2:29][C:30]#[N:31])=[CH:27][C:21]=2[S:20](=[O:33])(=[O:32])[N:19]=1.Cl, predict the reaction product. The product is: [NH2:31][CH2:30][CH2:29][O:28][C:26]1[CH:25]=[CH:24][C:22]2[NH:23][C:18]([C:3]3[C:4](=[O:17])[N:5]([CH2:12][CH2:13][CH:14]([CH3:16])[CH3:15])[C:6]4[C:11]([C:2]=3[OH:1])=[CH:10][CH:9]=[CH:8][CH:7]=4)=[N:19][S:20](=[O:32])(=[O:33])[C:21]=2[CH:27]=1. (9) Given the reactants [NH2:1][C:2]1[N:7]=[C:6](/[C:8](=[C:11]2\[NH:12][C:13]3[CH:21]=[CH:20][CH:19]=[CH:18][C:14]=3[N:15]\2[CH2:16][CH3:17])/[C:9]#[N:10])[CH:5]=[CH:4][N:3]=1.[CH3:22][N:23]1[CH2:28][CH2:27][N:26]([C:29](=[O:35])[CH2:30][CH2:31][C:32](O)=[O:33])[CH2:25][CH2:24]1, predict the reaction product. The product is: [C:9](/[C:8](=[C:11]1/[NH:12][C:13]2[CH:21]=[CH:20][CH:19]=[CH:18][C:14]=2[N:15]/1[CH2:16][CH3:17])/[C:6]1[CH:5]=[CH:4][N:3]=[C:2]([NH:1][C:32](=[O:33])[CH2:31][CH2:30][C:29]([N:26]2[CH2:25][CH2:24][N:23]([CH3:22])[CH2:28][CH2:27]2)=[O:35])[N:7]=1)#[N:10].